From a dataset of Forward reaction prediction with 1.9M reactions from USPTO patents (1976-2016). Predict the product of the given reaction. (1) Given the reactants [ClH:1].Cl.COC1C=C(C(N2CCNCC2)CC2(O)CCCCC2)C=CC=1OCC1C=CC2C(=CC=CC=2)C=1.[OH:38][C:39]1([CH:45]([C:61]2[CH:66]=[CH:65][C:64]([O:67][CH2:68][C:69]3[CH:78]=[CH:77][C:76]4[C:71](=[CH:72][CH:73]=[CH:74][CH:75]=4)[CH:70]=3)=[C:63]([O:79][CH3:80])[CH:62]=2)[C:46]([N:48]2[CH2:53][CH2:52][N:51](C(OC(C)(C)C)=O)[CH2:50][CH2:49]2)=O)[CH2:44][CH2:43][CH2:42][CH2:41][CH2:40]1, predict the reaction product. The product is: [ClH:1].[ClH:1].[CH3:80][O:79][C:63]1[CH:62]=[C:61]([CH:45]([C:39]2([OH:38])[CH2:40][CH2:41][CH2:42][CH2:43][CH2:44]2)[CH2:46][N:48]2[CH2:53][CH2:52][NH:51][CH2:50][CH2:49]2)[CH:66]=[CH:65][C:64]=1[O:67][CH2:68][C:69]1[CH:78]=[CH:77][C:76]2[C:71](=[CH:72][CH:73]=[CH:74][CH:75]=2)[CH:70]=1. (2) The product is: [Br:4][C:5]1[CH:13]=[CH:12][C:11]([S:14]([CH:24]([CH3:26])[CH3:25])(=[O:16])=[O:15])=[CH:10][C:6]=1[C:7]([OH:9])=[O:8]. Given the reactants O.NN.[Br:4][C:5]1[CH:13]=[CH:12][C:11]([S:14](Cl)(=[O:16])=[O:15])=[CH:10][C:6]=1[C:7]([OH:9])=[O:8].CC([O-])=O.[Na+].I[CH:24]([CH3:26])[CH3:25], predict the reaction product.